Dataset: Forward reaction prediction with 1.9M reactions from USPTO patents (1976-2016). Task: Predict the product of the given reaction. (1) Given the reactants [CH2:1]([C:3]1[S:18][C:6]2[NH:7][C:8](=[O:17])[N:9]([CH2:12][C:13]([O:15][CH3:16])=[O:14])[C:10](=[O:11])[C:5]=2[CH:4]=1)[CH3:2].Br[CH2:20][C:21]1[CH:26]=[CH:25][C:24]([C:27]2[C:28]([C:33]#[N:34])=[CH:29][CH:30]=[CH:31][CH:32]=2)=[CH:23][CH:22]=1.C(=O)([O-])[O-].[K+].[K+], predict the reaction product. The product is: [C:33]([C:28]1[CH:29]=[CH:30][CH:31]=[CH:32][C:27]=1[C:24]1[CH:23]=[CH:22][C:21]([CH2:20][N:7]2[C:6]3[S:18][C:3]([CH2:1][CH3:2])=[CH:4][C:5]=3[C:10](=[O:11])[N:9]([CH2:12][C:13]([O:15][CH3:16])=[O:14])[C:8]2=[O:17])=[CH:26][CH:25]=1)#[N:34]. (2) Given the reactants [Cl:1][C:2]1[CH:11]=[C:10]([CH:12]([N:17]2[CH2:21][CH2:20][C@@H:19]([F:22])[CH2:18]2)[C:13](OC)=[O:14])[C:9]([Cl:23])=[C:8]2[C:3]=1[CH2:4][CH2:5][N:6]([CH2:25][C:26]1[C:27](=[O:34])[NH:28][C:29]([CH3:33])=[CH:30][C:31]=1[CH3:32])[C:7]2=[O:24].[BH4-].[Li+], predict the reaction product. The product is: [Cl:1][C:2]1[CH:11]=[C:10]([CH:12]([N:17]2[CH2:21][CH2:20][C@@H:19]([F:22])[CH2:18]2)[CH2:13][OH:14])[C:9]([Cl:23])=[C:8]2[C:3]=1[CH2:4][CH2:5][N:6]([CH2:25][C:26]1[C:27](=[O:34])[NH:28][C:29]([CH3:33])=[CH:30][C:31]=1[CH3:32])[C:7]2=[O:24]. (3) Given the reactants C([O-])=O.[NH4+].[F:5][C:6]([F:27])([C:10]([F:26])([F:25])[C:11]1[NH:15][N:14]=[C:13]([C:16]2[CH:21]=[CH:20][C:19]([N+:22]([O-])=O)=[CH:18][CH:17]=2)[N:12]=1)[C:7]([OH:9])=[O:8], predict the reaction product. The product is: [NH2:22][C:19]1[CH:18]=[CH:17][C:16]([C:13]2[N:12]=[C:11]([C:10]([F:26])([F:25])[C:6]([F:27])([F:5])[C:7]([OH:9])=[O:8])[NH:15][N:14]=2)=[CH:21][CH:20]=1. (4) Given the reactants [CH3:1][S:2][C:3]1[C:4]([C:8]2[CH:9]=[N:10][CH:11]=[CH:12][CH:13]=2)=[N:5][NH:6][CH:7]=1.[C:14]1([C:20]2(CCC)C=CC=C(SSCCC)[CH2:21]2)[CH:19]=[CH:18][CH:17]=[CH:16][CH:15]=1.BrC1C(C2C=NC=CC=2)=NNC=1, predict the reaction product. The product is: [C:14]1([CH2:20][CH2:21][CH2:1][S:2][C:3]2[C:4]([C:8]3[CH:9]=[N:10][CH:11]=[CH:12][CH:13]=3)=[N:5][NH:6][CH:7]=2)[CH:19]=[CH:18][CH:17]=[CH:16][CH:15]=1. (5) Given the reactants [F:1][C:2]([F:16])([F:15])[C:3]1[CH:4]=[C:5]([CH:7]=[C:8]([C:11]([F:14])([F:13])[F:12])[C:9]=1Br)[NH2:6].[Cu](C#N)[C:18]#[N:19].O.C(OCC)(=O)C, predict the reaction product. The product is: [F:1][C:2]([F:16])([F:15])[C:3]1[CH:4]=[C:5]([CH:7]=[C:8]([C:11]([F:14])([F:13])[F:12])[C:9]=1[C:18]#[N:19])[NH2:6]. (6) Given the reactants [Br:1][C:2]1[CH:3]=[C:4]([CH:9]=[C:10]([C:12]([N:14]2[CH2:18][CH2:17][CH2:16][CH2:15]2)=[O:13])[CH:11]=1)[C:5]([O:7]C)=[O:6].[OH-].[Li+].CO, predict the reaction product. The product is: [Br:1][C:2]1[CH:3]=[C:4]([CH:9]=[C:10]([C:12]([N:14]2[CH2:18][CH2:17][CH2:16][CH2:15]2)=[O:13])[CH:11]=1)[C:5]([OH:7])=[O:6].